This data is from Reaction yield outcomes from USPTO patents with 853,638 reactions. The task is: Predict the reaction yield, written as a fraction of the theoretical maximum amount of product (1.0 means a 100% yield; for example, 0.34 means a 34% yield). (1) The reactants are C([O:3][C:4](=[O:19])[CH:5]([O:16][CH2:17][CH3:18])[CH2:6][C:7]1[CH:8]=[C:9]2[C:13](=[CH:14][CH:15]=1)[NH:12][CH:11]=[CH:10]2)C.Cl[CH2:21][C:22]1[N:23]=[C:24]([C:28]2[CH:33]=[CH:32][CH:31]=[CH:30][C:29]=2[Cl:34])[O:25][C:26]=1[CH3:27]. No catalyst specified. The product is [Cl:34][C:29]1[CH:30]=[CH:31][CH:32]=[CH:33][C:28]=1[C:24]1[O:25][C:26]([CH3:27])=[C:22]([CH2:21][N:12]2[C:13]3[C:9](=[CH:8][C:7]([CH2:6][CH:5]([O:16][CH2:17][CH3:18])[C:4]([OH:3])=[O:19])=[CH:15][CH:14]=3)[CH:10]=[CH:11]2)[N:23]=1. The yield is 0.310. (2) The reactants are CN1CCC([NH:8][C:9]2C=[C:11]([NH:19][C:20](=[O:28])[O:21][C:22]3[CH:27]=[CH:26][CH:25]=[CH:24][CH:23]=3)[CH:12]=[C:13]([C:15]([F:18])([F:17])F)[CH:14]=2)CC1.N1C=CC=C[CH:30]=1.ClC(OC1C=CC=CC=1)=O. The catalyst is C(Cl)Cl. The product is [F:18][C:15]([C:13]1[CH:14]=[CH:9][N:8]=[C:11]([NH:19][C:20](=[O:28])[O:21][C:22]2[CH:23]=[CH:24][CH:25]=[CH:26][CH:27]=2)[CH:12]=1)([F:17])[CH3:30]. The yield is 0.710. (3) The reactants are [C:1]([O:5][C:6]1[CH:11]=[CH:10][C:9]([C@H:12]([NH:14]C(=O)COC)[CH3:13])=[CH:8][CH:7]=1)([CH3:4])([CH3:3])[CH3:2].N(CCO)(CCO)CCO.[OH-].[Na+]. The catalyst is O. The product is [C:1]([O:5][C:6]1[CH:7]=[CH:8][C:9]([C@H:12]([NH2:14])[CH3:13])=[CH:10][CH:11]=1)([CH3:4])([CH3:2])[CH3:3]. The yield is 0.730. (4) The reactants are [CH3:1][N:2]([CH3:18])[C:3]1[N:8]=[C:7]([NH:9][C@@H:10]2[CH2:15][CH2:14][C@H:13]([NH2:16])[CH2:12][CH2:11]2)[C:6]([CH3:17])=[CH:5][N:4]=1.N1C=CC=CC=1.[CH3:25][O:26][C:27]1[CH:28]=[C:29]([CH:33]=[C:34]([O:36][CH3:37])[CH:35]=1)[C:30](Cl)=[O:31].[C:38]([OH:44])([C:40]([F:43])([F:42])[F:41])=[O:39]. The catalyst is CN(C=O)C.CS(C)=O. The product is [F:41][C:40]([F:43])([F:42])[C:38]([OH:44])=[O:39].[CH3:1][N:2]([CH3:18])[C:3]1[N:8]=[C:7]([NH:9][C@@H:10]2[CH2:15][CH2:14][C@H:13]([NH:16][C:30](=[O:31])[C:29]3[CH:33]=[C:34]([O:36][CH3:37])[CH:35]=[C:27]([O:26][CH3:25])[CH:28]=3)[CH2:12][CH2:11]2)[C:6]([CH3:17])=[CH:5][N:4]=1. The yield is 0.350. (5) The reactants are C(O)(C(F)(F)F)=O.[Br:8][C:9]1[CH:14]=[C:13]([CH3:15])[C:12]([CH2:16]/[CH:17]=[CH:18]/[C:19]([O:21]C(C)(C)C)=[O:20])=[C:11]([CH3:26])[CH:10]=1. The catalyst is C(Cl)Cl. The product is [Br:8][C:9]1[CH:10]=[C:11]([CH3:26])[C:12]([CH2:16]/[CH:17]=[CH:18]/[C:19]([OH:21])=[O:20])=[C:13]([CH3:15])[CH:14]=1. The yield is 0.990. (6) The reactants are [N:1]1[CH:6]=[CH:5][CH:4]=[CH:3][C:2]=1[C:7](=O)[CH2:8][C:9]([C:11]1[CH:16]=[CH:15][CH:14]=[CH:13][N:12]=1)=[O:10].BrBr.C(N(CC)CC)C.[NH2:27][C:28]([NH2:30])=[S:29].C(=O)([O-])O.[Na+]. The catalyst is C(O)(=O)C. The product is [N:12]1[CH:13]=[CH:14][CH:15]=[CH:16][C:11]=1[C:9]([C:8]1[S:29][C:28]([NH2:30])=[N:27][C:7]=1[C:2]1[CH:3]=[CH:4][CH:5]=[CH:6][N:1]=1)=[O:10]. The yield is 0.510. (7) The reactants are [F:1][C:2]([F:23])([F:22])[C:3]1[CH:4]=[CH:5][C:6]2[N:10]=[C:9]([C:11]3[C:16]4[O:17][CH2:18][CH2:19][NH:20][C:15]=4[CH:14]=[CH:13][CH:12]=3)[NH:8][C:7]=2[CH:21]=1.Cl[C:25]1[CH:30]=[CH:29][C:28]([Cl:31])=[CH:27][N:26]=1.ClC1C(Cl)=CC=CN=1. No catalyst specified. The product is [Cl:31][C:28]1[CH:29]=[CH:30][C:25]([N:20]2[C:15]3[CH:14]=[CH:13][CH:12]=[C:11]([C:9]4[NH:8][C:7]5[CH:21]=[C:3]([C:2]([F:22])([F:1])[F:23])[CH:4]=[CH:5][C:6]=5[N:10]=4)[C:16]=3[O:17][CH2:18][CH2:19]2)=[N:26][CH:27]=1. The yield is 0.920.